From a dataset of Full USPTO retrosynthesis dataset with 1.9M reactions from patents (1976-2016). Predict the reactants needed to synthesize the given product. (1) Given the product [CH2:1]([CH:3]([C:6]1[C:7]2[N:8]([C:13]([C:7]3[N:8]([CH3:13])[C:37]4[CH:38]=[C:32]([CH3:33])[C:31]([CH3:30])=[CH:40][C:36]=4[N:15]=3)=[C:14]([CH3:16])[N:15]=2)[N:9]=[C:10]([CH3:12])[CH:11]=1)[CH2:4][CH3:5])[CH3:2], predict the reactants needed to synthesize it. The reactants are: [CH2:1]([CH:3]([C:6]1[C:7]2[N:8]([C:13](I)=[C:14]([CH3:16])[N:15]=2)[N:9]=[C:10]([CH3:12])[CH:11]=1)[CH2:4][CH3:5])[CH3:2].C([Li])(C)(C)C.B(OC)(OC)OC.[CH3:30][CH2:31][CH2:32][CH2:33]CC.[CH2:36]1[CH2:40]O[CH2:38][CH2:37]1. (2) Given the product [Cl:3][C:4]1[CH:5]=[C:6]([CH:16]=[C:17]([Cl:19])[CH:18]=1)[O:7][C:8]1[CH:15]=[CH:14][C:11]([CH2:12][Br:21])=[CH:10][CH:9]=1, predict the reactants needed to synthesize it. The reactants are: [BH4-].[Na+].[Cl:3][C:4]1[CH:5]=[C:6]([CH:16]=[C:17]([Cl:19])[CH:18]=1)[O:7][C:8]1[CH:15]=[CH:14][C:11]([CH2:12]O)=[CH:10][CH:9]=1.C(Br)(Br)(Br)[Br:21].C1(P(C2C=CC=CC=2)C2C=CC=CC=2)C=CC=CC=1. (3) The reactants are: [CH2:1]([O:4][C:5]1[C:10]([C:11]([CH3:14])([CH3:13])[CH3:12])=[CH:9][C:8]([CH3:15])=[CH:7][C:6]=1[Si:16]([CH3:19])([CH3:18])Cl)[CH:2]=[CH2:3].[CH3:20][N:21]([CH3:30])[C:22]1([Li])[CH:26]=[C:25]([CH3:27])[C:24]([CH3:28])=[CH:23]1. Given the product [CH3:20][N:21]([CH3:30])[C:22]1[CH:26]([Si:16]([C:6]2[CH:7]=[C:8]([CH3:15])[CH:9]=[C:10]([C:11]([CH3:13])([CH3:14])[CH3:12])[C:5]=2[O:4][CH2:1][CH:2]=[CH2:3])([CH3:19])[CH3:18])[C:25]([CH3:27])=[C:24]([CH3:28])[CH:23]=1, predict the reactants needed to synthesize it. (4) Given the product [C:8]([O:11][C:12]1[CH:28]=[CH:27][CH:26]=[CH:25][C:13]=1[C:14]([O:16][C:17]1[CH:22]=[CH:21][CH:20]=[C:19]([CH2:23][O:24][C:2]([O:4][CH:5]([Cl:7])[CH3:6])=[O:3])[CH:18]=1)=[O:15])(=[O:10])[CH3:9], predict the reactants needed to synthesize it. The reactants are: Cl[C:2]([O:4][CH:5]([Cl:7])[CH3:6])=[O:3].[C:8]([O:11][C:12]1[CH:28]=[CH:27][CH:26]=[CH:25][C:13]=1[C:14]([O:16][C:17]1[CH:22]=[CH:21][CH:20]=[C:19]([CH2:23][OH:24])[CH:18]=1)=[O:15])(=[O:10])[CH3:9].N1C=CC=CC=1. (5) Given the product [CH2:1]([O:8][C:9]1[CH:14]=[CH:13][N:12]([CH2:26][C:25]2[CH:28]=[CH:29][CH:30]=[C:23]([F:22])[CH:24]=2)[C:11](=[O:15])[CH:10]=1)[C:2]1[CH:3]=[CH:4][CH:5]=[CH:6][CH:7]=1, predict the reactants needed to synthesize it. The reactants are: [CH2:1]([O:8][C:9]1[CH:14]=[CH:13][NH:12][C:11](=[O:15])[CH:10]=1)[C:2]1[CH:7]=[CH:6][CH:5]=[CH:4][CH:3]=1.C([O-])([O-])=O.[K+].[K+].[F:22][C:23]1[CH:24]=[C:25]([CH:28]=[CH:29][CH:30]=1)[CH2:26]Br. (6) Given the product [Cl:55][C:43]1[CH:42]=[C:41]([NH:40][C:33]2[C:32]3[C:37](=[CH:38][CH:39]=[C:30]([NH:29][C:27]([CH2:26][CH2:25][NH:24][C:19](=[O:23])[CH:20]=[CH2:21])=[O:28])[CH:31]=3)[N:36]=[CH:35][N:34]=2)[CH:46]=[CH:45][C:44]=1[O:47][CH2:48][C:49]1[CH:50]=[N:51][CH:52]=[CH:53][CH:54]=1, predict the reactants needed to synthesize it. The reactants are: N1C=CC=CC=1.Cl.CN(C)CCCN=C=NCC.[C:19]([OH:23])(=O)[CH:20]=[CH2:21].[NH2:24][CH2:25][CH2:26][C:27]([NH:29][C:30]1[CH:31]=[C:32]2[C:37](=[CH:38][CH:39]=1)[N:36]=[CH:35][N:34]=[C:33]2[NH:40][C:41]1[CH:46]=[CH:45][C:44]([O:47][CH2:48][C:49]2[CH:50]=[N:51][CH:52]=[CH:53][CH:54]=2)=[C:43]([Cl:55])[CH:42]=1)=[O:28].